Dataset: Reaction yield outcomes from USPTO patents with 853,638 reactions. Task: Predict the reaction yield, written as a fraction of the theoretical maximum amount of product (1.0 means a 100% yield; for example, 0.34 means a 34% yield). (1) The reactants are [CH2:1]([O:8][C:9]1[CH:10]=[N:11][CH:12]=[C:13]([CH:18]=1)[C:14](OC)=[O:15])[C:2]1[CH:7]=[CH:6][CH:5]=[CH:4][CH:3]=1.[H-].[H-].[H-].[H-].[Li+].[Al+3]. The catalyst is C1COCC1. The product is [CH2:1]([O:8][C:9]1[CH:18]=[C:13]([CH2:14][OH:15])[CH:12]=[N:11][CH:10]=1)[C:2]1[CH:3]=[CH:4][CH:5]=[CH:6][CH:7]=1. The yield is 0.780. (2) The reactants are Br[C:2]1[CH:12]=[CH:11][C:5]2[O:6][C:7]([F:10])([F:9])[O:8][C:4]=2[CH:3]=1.CC1(C)C(C)(C)OB([C:21]2[CH:27]=[CH:26][C:24]([NH2:25])=[CH:23][CH:22]=2)O1.C(=O)([O-])[O-].[Cs+].[Cs+]. The catalyst is CN(C)C=O.O.[Cl-].[Na+].O.C1C=CC([P]([Pd]([P](C2C=CC=CC=2)(C2C=CC=CC=2)C2C=CC=CC=2)([P](C2C=CC=CC=2)(C2C=CC=CC=2)C2C=CC=CC=2)[P](C2C=CC=CC=2)(C2C=CC=CC=2)C2C=CC=CC=2)(C2C=CC=CC=2)C2C=CC=CC=2)=CC=1. The product is [F:9][C:7]1([F:10])[O:6][C:5]2[CH:11]=[CH:12][C:2]([C:21]3[CH:27]=[CH:26][C:24]([NH2:25])=[CH:23][CH:22]=3)=[CH:3][C:4]=2[O:8]1. The yield is 0.500. (3) The reactants are CCN=C=NCCCN(C)C.C1C=CC2N(O)N=NC=2C=1.[Cl:22][C:23]1[C:24](=[O:44])[N:25]2[C:29](=[C:30]([C:41](O)=[O:42])[C:31]=1[NH:32][C:33]1[CH:38]=[CH:37][C:36]([I:39])=[CH:35][C:34]=1[F:40])[CH2:28][CH2:27][CH2:26]2.Cl.[CH2:46]([O:48][NH2:49])[CH3:47]. The catalyst is CN(C=O)C. The product is [CH2:46]([O:48][NH:49][C:41]([C:30]1[C:31]([NH:32][C:33]2[CH:38]=[CH:37][C:36]([I:39])=[CH:35][C:34]=2[F:40])=[C:23]([Cl:22])[C:24](=[O:44])[N:25]2[C:29]=1[CH2:28][CH2:27][CH2:26]2)=[O:42])[CH3:47]. The yield is 0.480. (4) The yield is 0.900. The product is [CH3:11][N:9]1[C:10]2[C:6](=[CH:5][CH:4]=[CH:3][C:2]=2[CH3:1])[CH:7]=[CH:8]1. The reactants are [CH3:1][C:2]1[CH:3]=[CH:4][CH:5]=[C:6]2[C:10]=1[NH:9][CH:8]=[CH:7]2.[CH3:11]C1C2C(=CC=CC=2)NC=1. No catalyst specified.